Predict the reaction yield, written as a fraction of the theoretical maximum amount of product (1.0 means a 100% yield; for example, 0.34 means a 34% yield). From a dataset of Reaction yield outcomes from USPTO patents with 853,638 reactions. The reactants are Cl[CH2:2][C:3]1[N:4]=[C:5]([C:9]2[O:10][CH:11]=[CH:12][CH:13]=2)[O:6][C:7]=1[CH3:8].[OH:14][C:15]1[CH:16]=[C:17]([CH:20]=[CH:21][C:22]=1[O:23][CH3:24])[CH:18]=[O:19].C(=O)([O-])[O-].[K+].[K+].CN(C)C=O. The catalyst is O. The product is [O:10]1[CH:11]=[CH:12][CH:13]=[C:9]1[C:5]1[O:6][C:7]([CH3:8])=[C:3]([CH2:2][O:14][C:15]2[CH:16]=[C:17]([CH:20]=[CH:21][C:22]=2[O:23][CH3:24])[CH:18]=[O:19])[N:4]=1. The yield is 0.670.